From a dataset of Reaction yield outcomes from USPTO patents with 853,638 reactions. Predict the reaction yield, written as a fraction of the theoretical maximum amount of product (1.0 means a 100% yield; for example, 0.34 means a 34% yield). (1) The reactants are [CH3:1][C:2]1[C:16]([CH3:17])=[CH:15][CH:14]=[CH:13][C:3]=1[O:4][CH2:5][CH2:6][CH2:7][C:8]([O:10]CC)=[O:9].[Li+].[OH-].Cl. The catalyst is O1CCOCC1. The product is [CH3:1][C:2]1[C:16]([CH3:17])=[CH:15][CH:14]=[CH:13][C:3]=1[O:4][CH2:5][CH2:6][CH2:7][C:8]([OH:10])=[O:9]. The yield is 1.00. (2) The reactants are C(O[C:4](=[O:21])[CH2:5][C:6]([CH:8]1[CH2:13][CH2:12][N:11]([C:14]([O:16][C:17]([CH3:20])([CH3:19])[CH3:18])=[O:15])[CH2:10][CH2:9]1)=O)C.[CH3:22][C:23]1[C:28]([CH3:29])=[N:27][N:26]=[C:25]2[NH:30][N:31]=[C:32]([NH2:33])[C:24]=12.P([O-])([O-])([O-])=O.[K+].[K+].[K+]. The catalyst is COCC(O)C.ClCCl.CO. The product is [CH3:29][C:28]1[N:27]=[N:26][C:25]2=[N:30][N:31]3[C:4](=[O:21])[CH:5]=[C:6]([CH:8]4[CH2:9][CH2:10][N:11]([C:14]([O:16][C:17]([CH3:18])([CH3:19])[CH3:20])=[O:15])[CH2:12][CH2:13]4)[NH:33][C:32]3=[C:24]2[C:23]=1[CH3:22]. The yield is 0.0700. (3) The reactants are Br[CH2:2][C:3]([C:5]1[CH:14]=[CH:13][C:12]2[C:7](=[CH:8][CH:9]=[C:10]([Br:15])[CH:11]=2)[CH:6]=1)=[O:4].[C:16]([O:20][C:21]([N:23]1[CH2:27][C:26]([F:29])([F:28])[CH2:25][CH:24]1[C:30]([OH:32])=[O:31])=[O:22])([CH3:19])([CH3:18])[CH3:17].CCN(CC)CC. The catalyst is CC#N. The product is [C:16]([O:20][C:21]([N:23]1[CH2:27][C:26]([F:28])([F:29])[CH2:25][CH:24]1[C:30]([O:32][CH2:2][C:3]([C:5]1[CH:14]=[CH:13][C:12]2[C:7](=[CH:8][CH:9]=[C:10]([Br:15])[CH:11]=2)[CH:6]=1)=[O:4])=[O:31])=[O:22])([CH3:19])([CH3:17])[CH3:18]. The yield is 0.830. (4) The reactants are [CH2:1]([N:8]1[C@@H:13]2[CH2:14][CH2:15][C@@:9]1([C:24]1[CH:29]=[CH:28][CH:27]=[CH:26][CH:25]=1)[C@H:10]([O:16][Si](CC)(CC)CC)[CH2:11][CH2:12]2)[C:2]1[CH:7]=[CH:6][CH:5]=[CH:4][CH:3]=1.Cl. The catalyst is CO. The product is [CH2:1]([N:8]1[C@@H:13]2[CH2:14][CH2:15][C@@:9]1([C:24]1[CH:29]=[CH:28][CH:27]=[CH:26][CH:25]=1)[C@H:10]([OH:16])[CH2:11][CH2:12]2)[C:2]1[CH:3]=[CH:4][CH:5]=[CH:6][CH:7]=1. The yield is 0.960. (5) The reactants are [NH2:1][CH:2]([C:6]1[N:15]([CH2:16][C:17]2[CH:22]=[CH:21][CH:20]=[CH:19][CH:18]=2)[C:14](=[O:23])[C:13]2[C:8](=[CH:9][C:10]([Cl:24])=[CH:11][CH:12]=2)[N:7]=1)[CH:3]([CH3:5])[CH3:4].[CH3:25][O:26][CH:27]([O:30][CH3:31])[CH2:28]Br.C(=O)([O-])[O-].[K+].[K+]. The catalyst is CN(C=O)C. The product is [CH2:16]([N:15]1[C:14](=[O:23])[C:13]2[C:8](=[CH:9][C:10]([Cl:24])=[CH:11][CH:12]=2)[N:7]=[C:6]1[CH:2]([NH:1][CH2:28][CH:27]([O:30][CH3:31])[O:26][CH3:25])[CH:3]([CH3:5])[CH3:4])[C:17]1[CH:18]=[CH:19][CH:20]=[CH:21][CH:22]=1. The yield is 0.590. (6) The reactants are Cl[C:2]1[N:7]=[C:6]([O:8][C:9]2[CH:10]=[N:11][CH:12]=[CH:13][CH:14]=2)[N:5]=[C:4]([N:15]2[CH2:20][CH2:19][O:18][CH2:17][CH2:16]2)[CH:3]=1.[NH2:21][NH2:22]. The catalyst is C1COCC1. The product is [N:15]1([C:4]2[N:5]=[C:6]([O:8][C:9]3[CH:10]=[N:11][CH:12]=[CH:13][CH:14]=3)[N:7]=[C:2]([NH:21][NH2:22])[CH:3]=2)[CH2:20][CH2:19][O:18][CH2:17][CH2:16]1. The yield is 0.620.